The task is: Predict the reactants needed to synthesize the given product.. This data is from Full USPTO retrosynthesis dataset with 1.9M reactions from patents (1976-2016). (1) Given the product [CH3:29][C:28]1[N:27]=[C:26]([C:30]2[CH:35]=[CH:34][CH:33]=[CH:32][C:31]=2[O:36][CH2:37][C:38]2[CH:39]=[CH:40][CH:41]=[CH:42][CH:43]=2)[N:25]([CH2:44][CH2:45][C:46]2[CH:51]=[CH:50][CH:49]=[CH:48][CH:47]=2)[C:24](=[O:52])[C:23]=1[C:12]1[S:16][C:15]([C:17]2[O:21][CH:20]=[N:19][CH:18]=2)=[CH:14][CH:13]=1, predict the reactants needed to synthesize it. The reactants are: C[Sn](C)C.C[Sn](C)C.N#N.Br[C:12]1[S:16][C:15]([C:17]2[O:21][CH:20]=[N:19][CH:18]=2)=[CH:14][CH:13]=1.Br[C:23]1[C:24](=[O:52])[N:25]([CH2:44][CH2:45][C:46]2[CH:51]=[CH:50][CH:49]=[CH:48][CH:47]=2)[C:26]([C:30]2[CH:35]=[CH:34][CH:33]=[CH:32][C:31]=2[O:36][CH2:37][C:38]2[CH:43]=[CH:42][CH:41]=[CH:40][CH:39]=2)=[N:27][C:28]=1[CH3:29]. (2) Given the product [NH2:1][C:2]1[C:10]([NH2:11])=[CH:9][C:8]([Cl:14])=[CH:7][C:3]=1[C:4]([NH2:6])=[O:5], predict the reactants needed to synthesize it. The reactants are: [NH2:1][C:2]1[C:10]([N+:11]([O-])=O)=[CH:9][C:8]([Cl:14])=[CH:7][C:3]=1[C:4]([NH2:6])=[O:5].O.O.[Sn](Cl)Cl. (3) The reactants are: [Cl:1][C:2]1[C:7]([Cl:8])=[CH:6][CH:5]=[CH:4][C:3]=1[CH:9]1[CH2:14][CH2:13][NH:12][CH2:11][CH2:10]1.C(=O)([O-])[O-:16].[K+].[K+].I[CH2:22][CH3:23]. Given the product [Cl:1][C:2]1[C:7]([Cl:8])=[CH:6][CH:5]=[CH:4][C:3]=1[C:9]1([OH:16])[CH2:14][CH2:13][N:12]([CH2:22][CH3:23])[CH2:11][CH2:10]1, predict the reactants needed to synthesize it. (4) Given the product [C:1]([O:5][C:6]([N:8]1[CH2:9][CH:10]=[C:11]([C:14]2[C:22]3[C:17](=[CH:18][CH:19]=[C:20]([N+:23]([O-:25])=[O:24])[CH:21]=3)[N:16]([S:29]([CH3:28])(=[O:31])=[O:30])[CH:15]=2)[CH2:12][CH2:13]1)=[O:7])([CH3:4])([CH3:2])[CH3:3], predict the reactants needed to synthesize it. The reactants are: [C:1]([O:5][C:6]([N:8]1[CH2:13][CH:12]=[C:11]([C:14]2[C:22]3[C:17](=[CH:18][CH:19]=[C:20]([N+:23]([O-:25])=[O:24])[CH:21]=3)[NH:16][CH:15]=2)[CH2:10][CH2:9]1)=[O:7])([CH3:4])([CH3:3])[CH3:2].[OH-].[Na+].[CH3:28][S:29](Cl)(=[O:31])=[O:30].C(OCC)(=O)C. (5) The reactants are: [F:1][C:2]1[CH:3]=[C:4]([CH:27]=[CH:28][CH:29]=1)[CH2:5][N:6]1[C:18]2[CH2:17][CH2:16][CH:15]([NH:19][C:20]([CH:22]3[CH2:24][CH2:23]3)=[O:21])[CH2:14][C:13]=2[C:12]2[C:7]1=[CH:8][CH:9]=[C:10]([CH:25]=O)[CH:11]=2.[O:30]([NH2:32])[CH3:31].[OH-].[Na+]. Given the product [F:1][C:2]1[CH:3]=[C:4]([CH:27]=[CH:28][CH:29]=1)[CH2:5][N:6]1[C:18]2[CH2:17][CH2:16][CH:15]([NH:19][C:20]([CH:22]3[CH2:24][CH2:23]3)=[O:21])[CH2:14][C:13]=2[C:12]2[C:7]1=[CH:8][CH:9]=[C:10]([CH:25]=[N:32][O:30][CH3:31])[CH:11]=2, predict the reactants needed to synthesize it. (6) Given the product [Cl:1][C:2]1[C:7]([C:8]#[CH:9])=[C:6](/[N:10]=[N:11]/[N:12]2[CH2:16][CH2:15][CH2:14][CH2:13]2)[C:5]([C:17]2[CH:22]=[CH:21][CH:20]=[C:19]([F:23])[CH:18]=2)=[C:4]([C:24](=[O:25])[CH3:30])[CH:3]=1, predict the reactants needed to synthesize it. The reactants are: [Cl:1][C:2]1[CH:3]=[C:4]([C:24](N(OC)C)=[O:25])[C:5]([C:17]2[CH:22]=[CH:21][CH:20]=[C:19]([F:23])[CH:18]=2)=[C:6](/[N:10]=[N:11]/[N:12]2[CH2:16][CH2:15][CH2:14][CH2:13]2)[C:7]=1[C:8]#[CH:9].[CH3:30][Mg]Cl.Cl.O.[Cl-].[Na+].O.